Predict the reactants needed to synthesize the given product. From a dataset of Full USPTO retrosynthesis dataset with 1.9M reactions from patents (1976-2016). (1) Given the product [CH2:11]([C:8]1([C:5]2[CH:6]=[CH:7][C:2]([CH:28]=[O:29])=[CH:3][CH:4]=2)[CH2:10][CH2:9]1)[CH2:12][CH2:13][CH3:14], predict the reactants needed to synthesize it. The reactants are: Br[C:2]1[CH:7]=[CH:6][C:5]([C:8]2([CH2:11][CH2:12][CH2:13][CH3:14])[CH2:10][CH2:9]2)=[CH:4][CH:3]=1.C([Li])CCC.CCCCCC.CN(C)[CH:28]=[O:29].[Cl-].[NH4+]. (2) Given the product [Br:32][C:33]1[CH:41]=[CH:40][C:36]([C:37]([N:8]([C:3]2[C:2]([CH3:1])=[CH:7][CH:6]=[CH:5][N:4]=2)[C@@H:9]2[CH2:14][CH2:13][CH2:12][N:11]([C:15]([O:17][C:18]([CH3:21])([CH3:20])[CH3:19])=[O:16])[CH2:10]2)=[O:38])=[CH:35][C:34]=1[F:42], predict the reactants needed to synthesize it. The reactants are: [CH3:1][C:2]1[C:3]([NH:8][C@@H:9]2[CH2:14][CH2:13][CH2:12][N:11]([C:15]([O:17][C:18]([CH3:21])([CH3:20])[CH3:19])=[O:16])[CH2:10]2)=[N:4][CH:5]=[CH:6][CH:7]=1.C[Si]([N-][Si](C)(C)C)(C)C.[Li+].[Br:32][C:33]1[CH:41]=[CH:40][C:36]([C:37](Cl)=[O:38])=[CH:35][C:34]=1[F:42].